This data is from Forward reaction prediction with 1.9M reactions from USPTO patents (1976-2016). The task is: Predict the product of the given reaction. (1) Given the reactants [F:1][C:2]1[CH:7]=[CH:6][C:5]([CH:8]([CH:35]2[CH2:40][CH2:39][O:38][CH2:37][CH2:36]2)[N:9]2[C:17]3[CH:16]=[C:15]([C:18]([O:20][CH3:21])=[O:19])[CH:14]=[CH:13][C:12]=3[C:11]3[N:22]=[CH:23][C:24](B4OC(C)(C)C(C)(C)O4)=[CH:25][C:10]2=3)=[CH:4][CH:3]=1.I[C:42]1[CH:43]=[N:44][O:45][C:46]=1[CH3:47].P(=O)(O)(O)O.[K], predict the reaction product. The product is: [F:1][C:2]1[CH:7]=[CH:6][C:5]([CH:8]([CH:35]2[CH2:40][CH2:39][O:38][CH2:37][CH2:36]2)[N:9]2[C:17]3[CH:16]=[C:15]([C:18]([O:20][CH3:21])=[O:19])[CH:14]=[CH:13][C:12]=3[C:11]3[N:22]=[CH:23][C:24]([C:42]4[CH:43]=[N:44][O:45][C:46]=4[CH3:47])=[CH:25][C:10]2=3)=[CH:4][CH:3]=1. (2) Given the reactants [OH:1][C:2]1[CH:7]=[CH:6][C:5]([CH2:8][CH2:9][CH2:10][O:11][C:12]2[CH:21]=[CH:20][C:15]([C:16]([O:18][CH3:19])=[O:17])=[CH:14][C:13]=2[C:22]([NH:24][CH:25]2[CH2:30][CH2:29][CH2:28][CH:27]([C:31]([O:33][CH3:34])=[O:32])[CH2:26]2)=[O:23])=[CH:4][CH:3]=1.Cl[CH2:36][C:37]1[CH:42]=[CH:41][C:40]([O:43][CH2:44][CH2:45][CH3:46])=[CH:39][CH:38]=1, predict the reaction product. The product is: [CH3:34][O:33][C:31]([CH:27]1[CH2:28][CH2:29][CH2:30][CH:25]([NH:24][C:22]([C:13]2[CH:14]=[C:15]([CH:20]=[CH:21][C:12]=2[O:11][CH2:10][CH2:9][CH2:8][C:5]2[CH:6]=[CH:7][C:2]([O:1][CH2:36][C:37]3[CH:42]=[CH:41][C:40]([O:43][CH2:44][CH2:45][CH3:46])=[CH:39][CH:38]=3)=[CH:3][CH:4]=2)[C:16]([O:18][CH3:19])=[O:17])=[O:23])[CH2:26]1)=[O:32]. (3) Given the reactants [CH3:1][O:2][C:3]1[CH:4]=[CH:5][C:6]2[C:12](=[O:13])[CH2:11][CH2:10][CH2:9][CH2:8][C:7]=2[CH:14]=1.Br[C:16]1[CH:21]=[CH:20][C:19]([O:22][CH3:23])=[C:18]([F:24])[CH:17]=1.CC1(C)C2C(=C(P(C3C=CC=CC=3)C3C=CC=CC=3)C=CC=2)OC2C(P(C3C=CC=CC=3)C3C=CC=CC=3)=CC=CC1=2, predict the reaction product. The product is: [F:24][C:18]1[CH:17]=[C:16]([CH:11]2[CH2:10][CH2:9][CH2:8][C:7]3[CH:14]=[C:3]([O:2][CH3:1])[CH:4]=[CH:5][C:6]=3[C:12]2=[O:13])[CH:21]=[CH:20][C:19]=1[O:22][CH3:23]. (4) Given the reactants [NH2:1][C:2]1[N:22]=[C:5]2[CH:6]=[CH:7][CH:8]=[C:9]([C:10]3[N:11](C(OC(C)(C)C)=O)[CH:12]=[CH:13][CH:14]=3)[N:4]2[N:3]=1.Cl.[C:24](Cl)(=[O:31])[C:25]1[CH:30]=[CH:29][CH:28]=[N:27][CH:26]=1, predict the reaction product. The product is: [NH:11]1[CH:12]=[CH:13][CH:14]=[C:10]1[C:9]1[N:4]2[N:3]=[C:2]([NH:1][C:24](=[O:31])[C:25]3[CH:30]=[CH:29][CH:28]=[N:27][CH:26]=3)[N:22]=[C:5]2[CH:6]=[CH:7][CH:8]=1.